This data is from Catalyst prediction with 721,799 reactions and 888 catalyst types from USPTO. The task is: Predict which catalyst facilitates the given reaction. (1) Reactant: [NH:1]1[C:5]2[CH:6]=[CH:7][CH:8]=[CH:9][C:4]=2[N:3]=[C:2]1[C:10]([C:12]1[CH:33]=[CH:32][C:15]([O:16][C:17]2[C:22]([C:23]3[CH2:28][CH2:27][N:26]([C:29](=[O:31])[CH3:30])[CH2:25][CH:24]=3)=[CH:21][CH:20]=[CH:19][N:18]=2)=[CH:14][CH:13]=1)=[O:11].C(O)(=O)C. Product: [NH:1]1[C:5]2[CH:6]=[CH:7][CH:8]=[CH:9][C:4]=2[N:3]=[C:2]1[CH:10]([OH:11])[C:12]1[CH:13]=[CH:14][C:15]([O:16][C:17]2[C:22]([CH:23]3[CH2:28][CH2:27][N:26]([C:29](=[O:31])[CH3:30])[CH2:25][CH2:24]3)=[CH:21][CH:20]=[CH:19][N:18]=2)=[CH:32][CH:33]=1. The catalyst class is: 304. (2) Reactant: [CH3:1][O:2][C:3]1([C:6]2[CH:7]=[C:8]([NH2:18])[N:9]([C:11]3[CH:16]=[CH:15][C:14]([CH3:17])=[CH:13][CH:12]=3)[N:10]=2)[CH2:5][CH2:4]1.N1C=CC=CC=1.[Cl:25][C:26]([Cl:33])([Cl:32])[CH2:27][O:28][C:29](Cl)=[O:30]. Product: [Cl:25][C:26]([Cl:33])([Cl:32])[CH2:27][O:28][C:29](=[O:30])[NH:18][C:8]1[N:9]([C:11]2[CH:16]=[CH:15][C:14]([CH3:17])=[CH:13][CH:12]=2)[N:10]=[C:6]([C:3]2([O:2][CH3:1])[CH2:5][CH2:4]2)[CH:7]=1. The catalyst class is: 1. (3) Reactant: [F:1][C:2]1[CH:3]=[C:4]2[C:8](=[CH:9][CH:10]=1)[NH:7][C:6]([CH3:11])=[C:5]2[O:12][C:13]1[CH:18]=[CH:17][C:16]([S:19][CH3:20])=[CH:15][CH:14]=1.C(=O)([O-])[O-].[K+].[K+].Br[CH2:28][C:29]([O:31][CH2:32][CH3:33])=[O:30]. Product: [F:1][C:2]1[CH:3]=[C:4]2[C:8](=[CH:9][CH:10]=1)[N:7]([CH2:28][C:29]([O:31][CH2:32][CH3:33])=[O:30])[C:6]([CH3:11])=[C:5]2[O:12][C:13]1[CH:18]=[CH:17][C:16]([S:19][CH3:20])=[CH:15][CH:14]=1. The catalyst class is: 3. (4) Reactant: [NH:1]1[CH2:6][CH2:5][NH:4][CH2:3][C:2]1=[O:7].C(N(CC)CC)C.[Br:15][C:16]1[CH:24]=[C:23]([F:25])[CH:22]=[CH:21][C:17]=1[C:18](Cl)=[O:19]. Product: [Br:15][C:16]1[CH:24]=[C:23]([F:25])[CH:22]=[CH:21][C:17]=1[C:18]([N:4]1[CH2:5][CH2:6][NH:1][C:2](=[O:7])[CH2:3]1)=[O:19]. The catalyst class is: 4. (5) Reactant: C(O)(C(F)(F)F)=O.[F:8][C:9]1[CH:14]=[CH:13][C:12]([N:15]2[CH2:20][CH2:19][N:18]([S:21]([CH:24]=[CH:25][CH2:26][NH:27]C(OC(C)(C)C)=O)(=[O:23])=[O:22])[CH2:17][CH2:16]2)=[CH:11][CH:10]=1. Product: [F:8][C:9]1[CH:10]=[CH:11][C:12]([N:15]2[CH2:20][CH2:19][N:18]([S:21]([CH:24]=[CH:25][CH2:26][NH2:27])(=[O:23])=[O:22])[CH2:17][CH2:16]2)=[CH:13][CH:14]=1. The catalyst class is: 4. (6) Reactant: [NH:1]1[CH2:6][CH2:5][CH:4]([C:7]#[N:8])[CH2:3][CH2:2]1.[CH3:9][O:10][C:11]1[CH:16]=[CH:15][C:14]([S:17](Cl)(=[O:19])=[O:18])=[CH:13][CH:12]=1.C(Cl)(Cl)Cl. Product: [CH3:9][O:10][C:11]1[CH:12]=[CH:13][C:14]([S:17]([N:1]2[CH2:6][CH2:5][CH:4]([C:7]#[N:8])[CH2:3][CH2:2]2)(=[O:19])=[O:18])=[CH:15][CH:16]=1. The catalyst class is: 26. (7) Reactant: Br[C:2]1[C:3]([NH:12][C@H:13]2[CH2:17][CH2:16][CH2:15][C@@H:14]2[NH:18][C:19](=[O:31])[C:20]2[CH:25]=[CH:24][CH:23]=[CH:22][C:21]=2[N:26]2[N:30]=[CH:29][CH:28]=[N:27]2)=[N:4][CH:5]=[C:6]([C:8]([F:11])([F:10])[F:9])[CH:7]=1.[CH3:32]B(O)O.C(=O)([O-])[O-].[K+].[K+]. Product: [CH3:32][C:2]1[C:3]([NH:12][C@H:13]2[CH2:17][CH2:16][CH2:15][C@@H:14]2[NH:18][C:19](=[O:31])[C:20]2[CH:25]=[CH:24][CH:23]=[CH:22][C:21]=2[N:26]2[N:30]=[CH:29][CH:28]=[N:27]2)=[N:4][CH:5]=[C:6]([C:8]([F:10])([F:11])[F:9])[CH:7]=1. The catalyst class is: 77. (8) Reactant: [Cl:1][C:2]1[CH:7]=[CH:6][C:5]([C:8]2[CH:9]=[C:10]3[C:16]([C:17]([C:19]4[C:20]([F:33])=[C:21]([NH:26][S:27]([CH2:30][CH2:31][CH3:32])(=[O:29])=[O:28])[CH:22]=[CH:23][C:24]=4[F:25])=[O:18])=[CH:15][NH:14][C:11]3=[N:12][CH:13]=2)=[CH:4][CH:3]=1.[OH-].[K+].[C:36]([O:41][CH:42](Cl)[CH:43]([CH3:45])[CH3:44])(=[O:40])[CH:37]([CH3:39])[CH3:38]. Product: [C:36]([O:41][CH:42]([N:14]1[C:11]2=[N:12][CH:13]=[C:8]([C:5]3[CH:6]=[CH:7][C:2]([Cl:1])=[CH:3][CH:4]=3)[CH:9]=[C:10]2[C:16]([C:17](=[O:18])[C:19]2[C:24]([F:25])=[CH:23][CH:22]=[C:21]([NH:26][S:27]([CH2:30][CH2:31][CH3:32])(=[O:28])=[O:29])[C:20]=2[F:33])=[CH:15]1)[CH:43]([CH3:45])[CH3:44])(=[O:40])[CH:37]([CH3:39])[CH3:38]. The catalyst class is: 3. (9) Reactant: Cl[C:2]1[CH:7]=[CH:6][N:5]=[C:4]([N:8]2[C:20](=[O:21])[C:19]3[S:18][C:17]4[CH2:16][CH2:15][CH2:14][CH2:13][C:12]=4[C:11]=3[CH:10]=[N:9]2)[C:3]=1[CH:22]=[O:23].[CH3:24][N:25]1[CH:30]=[C:29](B2OC(C)(C)C(C)(C)O2)[CH:28]=[C:27]([NH:40][C:41]2[CH:50]=[C:44]3[CH2:45][N:46]([CH3:49])[CH2:47][CH2:48][N:43]3[N:42]=2)[C:26]1=[O:51].[O-]P([O-])([O-])=O.[K+].[K+].[K+].O.O.O.C([O-])(=O)C.[Na+]. Product: [CH3:24][N:25]1[C:26](=[O:51])[C:27]([NH:40][C:41]2[CH:50]=[C:44]3[CH2:45][N:46]([CH3:49])[CH2:47][CH2:48][N:43]3[N:42]=2)=[CH:28][C:29]([C:2]2[CH:7]=[CH:6][N:5]=[C:4]([N:8]3[C:20](=[O:21])[C:19]4[S:18][C:17]5[CH2:16][CH2:15][CH2:14][CH2:13][C:12]=5[C:11]=4[CH:10]=[N:9]3)[C:3]=2[CH:22]=[O:23])=[CH:30]1. The catalyst class is: 712. (10) Reactant: [Cl:1][C:2]1[CH:7]=[CH:6][C:5]([N:8]2[C:12]([CH3:13])=[N:11][N:10]=[C:9]2[N:14]2[CH2:19][CH2:18][CH:17]([NH:20][C:21]3[CH:28]=[CH:27][CH:26]=[CH:25][C:22]=3[C:23]#[N:24])[CH2:16][CH2:15]2)=[CH:4][CH:3]=1.[OH-:29].[Na+]. Product: [Cl:1][C:2]1[CH:3]=[CH:4][C:5]([N:8]2[C:12]([CH3:13])=[N:11][N:10]=[C:9]2[N:14]2[CH2:15][CH2:16][CH:17]([NH:20][C:21]3[CH:28]=[CH:27][CH:26]=[CH:25][C:22]=3[C:23]([NH2:24])=[O:29])[CH2:18][CH2:19]2)=[CH:6][CH:7]=1. The catalyst class is: 12.